From a dataset of Full USPTO retrosynthesis dataset with 1.9M reactions from patents (1976-2016). Predict the reactants needed to synthesize the given product. The reactants are: [O:1]=[C:2]([CH2:13][CH2:14][CH2:15][CH2:16][CH2:17][CH2:18][CH2:19][CH2:20][CH3:21])/[C:3](/[NH:6][C:7](=[O:12])[O:8][CH2:9][CH:10]=[CH2:11])=[CH:4]/[CH3:5].[CH3:22]ON(C)C(=O)/C(/NC(=O)OCC=C)=C/C. Given the product [O:1]=[C:2]([CH2:13][CH2:14][CH2:15][CH2:16][CH2:17][CH2:18][CH2:19][CH2:20][CH2:21][CH3:22])/[C:3](/[NH:6][C:7](=[O:12])[O:8][CH2:9][CH:10]=[CH2:11])=[CH:4]/[CH3:5], predict the reactants needed to synthesize it.